Predict the product of the given reaction. From a dataset of Forward reaction prediction with 1.9M reactions from USPTO patents (1976-2016). (1) Given the reactants [F:1][C:2]1[CH:7]=[CH:6][C:5]([C@@H:8]([NH2:10])[CH3:9])=[CH:4][CH:3]=1.[CH:11]1[N:16]=[C:15](Cl)[C:14]2[N:18]=[CH:19][N:20]([C@@H:21]3[O:25][C@H:24]([CH2:26][OH:27])[C@@H:23]([OH:28])[C@H:22]3[OH:29])[C:13]=2[N:12]=1, predict the reaction product. The product is: [F:1][C:2]1[CH:7]=[CH:6][C:5]([C@@H:8]([NH:10][C:15]2[C:14]3[N:18]=[CH:19][N:20]([C:13]=3[N:12]=[CH:11][N:16]=2)[C@@H:21]2[O:25][C@H:24]([CH2:26][OH:27])[C@@H:23]([OH:28])[C@H:22]2[OH:29])[CH3:9])=[CH:4][CH:3]=1. (2) Given the reactants Br[CH2:2][CH2:3][C:4]([NH:6][C:7]1[S:8][C:9]([C:13]2[CH:18]=[CH:17][N:16]=[C:15]([NH:19][C:20]3[CH:25]=[CH:24][C:23]([O:26][CH3:27])=[CH:22][CH:21]=3)[N:14]=2)=[C:10]([CH3:12])[N:11]=1)=[O:5].[NH:28]1[CH2:33][CH2:32][O:31][CH2:30][CH2:29]1, predict the reaction product. The product is: [CH3:27][O:26][C:23]1[CH:24]=[CH:25][C:20]([NH:19][C:15]2[N:14]=[C:13]([C:9]3[S:8][C:7]([NH:6][C:4](=[O:5])[CH2:3][CH2:2][N:28]4[CH2:33][CH2:32][O:31][CH2:30][CH2:29]4)=[N:11][C:10]=3[CH3:12])[CH:18]=[CH:17][N:16]=2)=[CH:21][CH:22]=1.